Predict which catalyst facilitates the given reaction. From a dataset of Catalyst prediction with 721,799 reactions and 888 catalyst types from USPTO. (1) Reactant: [Cl-].[CH3:2][O:3][CH2:4][P+](C1C=CC=CC=1)(C1C=CC=CC=1)C1C=CC=CC=1.C[Si]([N-][Si](C)(C)C)(C)C.[K+].[CH3:34][O:35][C:36]1[CH:60]=[C:59]([O:61][CH3:62])[CH:58]=[CH:57][C:37]=1[CH2:38][N:39]1[C:42](=[O:43])[C@@H:41]([NH:44][C:45](=[O:54])[O:46][CH2:47][C:48]2[CH:53]=[CH:52][CH:51]=[CH:50][CH:49]=2)[C@H:40]1[CH:55]=O. Product: [CH3:34][O:35][C:36]1[CH:60]=[C:59]([O:61][CH3:62])[CH:58]=[CH:57][C:37]=1[CH2:38][N:39]1[C:42](=[O:43])[C@@H:41]([NH:44][C:45](=[O:54])[O:46][CH2:47][C:48]2[CH:49]=[CH:50][CH:51]=[CH:52][CH:53]=2)[C@H:40]1/[CH:55]=[CH:2]/[O:3][CH3:4]. The catalyst class is: 1. (2) Reactant: [Li+].C[Si]([N-][Si](C)(C)C)(C)C.[O:11]=[C:12]1[CH2:17][CH2:16][N:15]([C:18]([O:20][C:21]([CH3:24])([CH3:23])[CH3:22])=[O:19])[CH2:14][CH2:13]1.N1([C:30]([C:32]2([CH3:36])[CH2:35][CH2:34][CH2:33]2)=[O:31])C=CN=C1. Product: [CH3:36][C:32]1([C:30]([CH:17]2[C:12](=[O:11])[CH2:13][CH2:14][N:15]([C:18]([O:20][C:21]([CH3:24])([CH3:23])[CH3:22])=[O:19])[CH2:16]2)=[O:31])[CH2:35][CH2:34][CH2:33]1. The catalyst class is: 1. (3) Reactant: [C:1]([CH:3]([C:9]1[CH:14]=[C:13](OC)[CH:12]=[CH:11][C:10]=1[N+:17]([O-])=O)[C:4]([O:6][CH2:7][CH3:8])=[O:5])#[N:2].C[C:21](O)=[O:22]. Product: [NH2:2][C:1]1[NH:17][C:10]2[C:9]([C:3]=1[C:4]([O:6][CH2:7][CH3:8])=[O:5])=[CH:14][CH:13]=[C:12]([O:22][CH3:21])[CH:11]=2. The catalyst class is: 401. (4) Reactant: [NH:1]1[CH:5]=[N:4][C:3]([C:6]2[CH:11]=[CH:10][C:9]([C:12]3[CH:13]=[N:14][N:15]4[CH:20]=[CH:19][C:18]([N:21]5[C@@H:25]([CH:26]([CH3:28])[CH3:27])[CH2:24][O:23][C:22]5=[O:29])=[N:17][C:16]=34)=[CH:8][CH:7]=2)=[N:2]1.C([O-])([O-])=O.[Cs+].[Cs+].[P:36]([O:48][CH2:49]Cl)([O:43][C:44]([CH3:47])([CH3:46])[CH3:45])([O:38][C:39]([CH3:42])([CH3:41])[CH3:40])=[O:37]. The catalyst class is: 3. Product: [P:36]([O:48][CH2:49][N:1]1[CH:5]=[N:4][C:3]([C:6]2[CH:7]=[CH:8][C:9]([C:12]3[CH:13]=[N:14][N:15]4[CH:20]=[CH:19][C:18]([N:21]5[C@@H:25]([CH:26]([CH3:27])[CH3:28])[CH2:24][O:23][C:22]5=[O:29])=[N:17][C:16]=34)=[CH:10][CH:11]=2)=[N:2]1)([O:38][C:39]([CH3:42])([CH3:41])[CH3:40])([O:43][C:44]([CH3:45])([CH3:46])[CH3:47])=[O:37]. (5) Reactant: [CH3:1][O:2][CH:3]([O:14][CH3:15])[C:4](=[CH:7][C:8]1[CH:9]=[N:10][CH:11]=[CH:12][CH:13]=1)[C:5]#[N:6].[BH4-].[Na+]. Product: [CH3:15][O:14][CH:3]([O:2][CH3:1])[CH:4]([C:5]#[N:6])[CH2:7][C:8]1[CH:9]=[N:10][CH:11]=[CH:12][CH:13]=1. The catalyst class is: 8. (6) Reactant: [S:1]([Cl:5])(=O)(=[O:3])[OH:2].[O:6]1[C:10]2[CH:11]=[CH:12][CH:13]=[CH:14][C:9]=2[NH:8][C:7]1=[O:15]. Product: [O:15]=[C:7]1[NH:8][C:9]2[CH:14]=[CH:13][C:12]([S:1]([Cl:5])(=[O:3])=[O:2])=[CH:11][C:10]=2[O:6]1. The catalyst class is: 6. (7) Reactant: Cl.C(O[C:5]([C:7]1[CH:8]=[C:9]2[C:13](=[CH:14][CH:15]=1)[NH:12][N:11]=[C:10]2[C:16]1[CH:21]=[CH:20][C:19]([F:22])=[CH:18][CH:17]=1)=[NH:6])C.[NH2:23][NH:24][C:25](=O)[CH2:26][N:27]1[CH2:32][CH2:31][CH:30]([OH:33])[CH2:29][CH2:28]1.C[O-].[Na+].Cl. Product: [F:22][C:19]1[CH:18]=[CH:17][C:16]([C:10]2[C:9]3[C:13](=[CH:14][CH:15]=[C:7]([C:5]4[NH:6][C:25]([CH2:26][N:27]5[CH2:32][CH2:31][CH:30]([OH:33])[CH2:29][CH2:28]5)=[N:24][N:23]=4)[CH:8]=3)[NH:12][N:11]=2)=[CH:21][CH:20]=1. The catalyst class is: 5. (8) Reactant: [C:1]([C:4]1[CH:9]=[CH:8][CH:7]=[C:6]([Br:10])[N:5]=1)(=[O:3])[CH3:2].[I:11]I.[N:13]1[CH:18]=[CH:17][CH:16]=[CH:15][CH:14]=1. Product: [I-:11].[Br:10][C:6]1[N:5]=[C:4]([C:1](=[O:3])[CH2:2][N+:13]2[CH:18]=[CH:17][CH:16]=[CH:15][CH:14]=2)[CH:9]=[CH:8][CH:7]=1. The catalyst class is: 6.